This data is from Full USPTO retrosynthesis dataset with 1.9M reactions from patents (1976-2016). The task is: Predict the reactants needed to synthesize the given product. (1) Given the product [Cl:26][C:23]1[CH:22]=[CH:21][C:20]([N:18]([CH3:19])[C:15]2[CH:16]=[CH:17][C:12]([C:10]([C:8]3[CH:7]=[CH:6][C:5]([N:36]4[CH:37]=[CH:38][CH:39]=[C:35]4[C:29]4[CH:30]=[CH:31][CH:32]=[CH:33][CH:34]=4)=[C:4]([CH:9]=3)[C:3]([OH:2])=[O:28])=[O:11])=[N:13][CH:14]=2)=[CH:25][CH:24]=1, predict the reactants needed to synthesize it. The reactants are: C[O:2][C:3](=[O:28])[C:4]1[CH:9]=[C:8]([C:10]([C:12]2[CH:17]=[CH:16][C:15]([N:18]([C:20]3[CH:25]=[CH:24][C:23]([Cl:26])=[CH:22][CH:21]=3)[CH3:19])=[CH:14][N:13]=2)=[O:11])[CH:7]=[CH:6][C:5]=1F.[C:29]1([C:35]2[NH:36][CH:37]=[CH:38][CH:39]=2)[CH:34]=[CH:33][CH:32]=[CH:31][CH:30]=1. (2) The reactants are: [N:1]1[CH:6]=[CH:5][CH:4]=[CH:3][C:2]=1[CH2:7][N:8]([CH2:16][C:17]1[CH:18]=[C:19]([CH2:40][CH2:41][C:42]([OH:44])=[O:43])[CH:20]=[C:21]([CH2:24][N:25]([CH2:33][C:34]2[CH:39]=[CH:38][CH:37]=[CH:36][N:35]=2)[CH2:26][C:27]2[CH:32]=[CH:31][CH:30]=[CH:29][N:28]=2)[C:22]=1[OH:23])[CH2:9][C:10]1[CH:15]=[CH:14][CH:13]=[CH:12][N:11]=1.C=O.N1C=CC=C[C:48]=1CNCC1C=CC=CN=1.OC1C=CC(CCC(OC)=O)=CC=1.Cl.C([O-])([O-])=O.[Na+].[Na+]. Given the product [N:1]1[CH:6]=[CH:5][CH:4]=[CH:3][C:2]=1[CH2:7][N:8]([CH2:16][C:17]1[CH:18]=[C:19]([CH2:40][CH2:41][C:42]([O:44][CH3:48])=[O:43])[CH:20]=[C:21]([CH2:24][N:25]([CH2:26][C:27]2[CH:32]=[CH:31][CH:30]=[CH:29][N:28]=2)[CH2:33][C:34]2[CH:39]=[CH:38][CH:37]=[CH:36][N:35]=2)[C:22]=1[OH:23])[CH2:9][C:10]1[CH:15]=[CH:14][CH:13]=[CH:12][N:11]=1.[N:1]1[CH:6]=[CH:5][CH:4]=[CH:3][C:2]=1[CH2:7][N:8]([CH2:16][C:17]1[CH:18]=[C:19]([CH2:40][CH2:41][C:42]([OH:44])=[O:43])[CH:20]=[C:21]([CH2:24][N:25]([CH2:26][C:27]2[CH:32]=[CH:31][CH:30]=[CH:29][N:28]=2)[CH2:33][C:34]2[CH:39]=[CH:38][CH:37]=[CH:36][N:35]=2)[C:22]=1[OH:23])[CH2:9][C:10]1[CH:15]=[CH:14][CH:13]=[CH:12][N:11]=1, predict the reactants needed to synthesize it. (3) Given the product [C:11]1([S:17]([C:20]2[C:21]([CH2:28][CH2:29][C:30]([OH:32])=[O:31])=[C:22](/[CH:26]=[C:3]3\[C:2](=[O:10])[NH:1][C:9]4[C:4]\3=[CH:5][CH:6]=[CH:7][CH:8]=4)[NH:23][C:24]=2[CH3:25])(=[O:18])=[O:19])[CH:12]=[CH:13][CH:14]=[CH:15][CH:16]=1, predict the reactants needed to synthesize it. The reactants are: [NH:1]1[C:9]2[C:4](=[CH:5][CH:6]=[CH:7][CH:8]=2)[CH2:3][C:2]1=[O:10].[C:11]1([S:17]([C:20]2[C:21]([CH2:28][CH2:29][C:30]([OH:32])=[O:31])=[C:22]([CH:26]=O)[NH:23][C:24]=2[CH3:25])(=[O:19])=[O:18])[CH:16]=[CH:15][CH:14]=[CH:13][CH:12]=1.CC(O/N=C(/C(NCC=O)=O)\C1N=C(N)SC=1)(C(O)=O)C.N1CCCCC1. (4) Given the product [CH3:3][CH:2]([C:4]1[S:27][C:7]2[N:8]=[CH:9][N:10]=[C:11]([O:12][CH:13]3[CH2:18][CH2:17][CH:16]([NH2:19])[CH2:15][CH2:14]3)[C:6]=2[CH:5]=1)[CH3:1], predict the reactants needed to synthesize it. The reactants are: [CH3:1][CH:2]([C:4]1[S:27][C:7]2[N:8]=[CH:9][N:10]=[C:11]([O:12][CH:13]3[CH2:18][CH2:17][CH:16]([NH:19]C(=O)OC(C)(C)C)[CH2:15][CH2:14]3)[C:6]=2[CH:5]=1)[CH3:3]. (5) Given the product [CH:1]1([C:7]2([C:28]([O:30][CH2:31][CH3:32])=[O:29])[CH2:12][CH2:11][N:10]([C:13](=[O:27])[C@H:14]([NH:24][C:25]([NH:56][CH2:57][CH:52]([C:50]3[N:49]=[CH:48][NH:47][CH:51]=3)[CH3:53])=[S:26])[CH2:15][C:16]3[CH:17]=[CH:18][C:19]([O:22][CH3:23])=[CH:20][CH:21]=3)[CH2:9][CH2:8]2)[CH2:2][CH2:3][CH2:4][CH2:5][CH2:6]1, predict the reactants needed to synthesize it. The reactants are: [CH:1]1([C:7]2([C:28]([O:30][CH2:31][CH3:32])=[O:29])[CH2:12][CH2:11][N:10]([C:13](=[O:27])[C@H:14]([N:24]=[C:25]=[S:26])[CH2:15][C:16]3[CH:21]=[CH:20][C:19]([O:22][CH3:23])=[CH:18][CH:17]=3)[CH2:9][CH2:8]2)[CH2:6][CH2:5][CH2:4][CH2:3][CH2:2]1.FC(F)(F)C(O)=O.FC(F)(F)C(O)=O.[NH:47]1[CH:51]=[C:50]([CH2:52][CH2:53]CN)[N:49]=[CH:48]1.[N:56]12CCCN=C1CCCC[CH2:57]2.C(O)(=O)CC(CC(O)=O)(C(O)=O)O. (6) Given the product [C:33]([O:32][C:30]([N:8]1[CH2:11][CH2:10][CH:9]1[C:12]([OH:14])=[O:13])=[O:31])([CH3:34])([CH3:35])[CH3:36], predict the reactants needed to synthesize it. The reactants are: C([N:8]1[CH2:11][CH2:10][CH:9]1[C:12]([O:14]CC1C=CC=CC=1)=[O:13])C1C=CC=CC=1.[C:30](O[C:30]([O:32][C:33]([CH3:36])([CH3:35])[CH3:34])=[O:31])([O:32][C:33]([CH3:36])([CH3:35])[CH3:34])=[O:31]. (7) Given the product [C:1]([O:5][C:6]([C@@:8]1([CH2:24][OH:23])[CH:9]([CH2:22][OH:25])[C:10](=[O:21])[N:11]([C@@H:13]([C:15]2[CH:16]=[CH:17][CH:18]=[CH:19][CH:20]=2)[CH3:14])[CH2:12]1)=[O:7])([CH3:4])([CH3:2])[CH3:3], predict the reactants needed to synthesize it. The reactants are: [C:1]([O:5][C:6]([C@@:8]12[CH2:24][O:23][CH:22]([OH:25])[CH:9]1[C:10](=[O:21])[N:11]([C@@H:13]([C:15]1[CH:20]=[CH:19][CH:18]=[CH:17][CH:16]=1)[CH3:14])[CH2:12]2)=[O:7])([CH3:4])([CH3:3])[CH3:2].[BH4-].[Na+]. (8) Given the product [CH3:19][O:20][C:21]1[CH:22]=[C:23]2[C:28](=[CH:29][C:30]=1[CH2:31][CH2:32][N:1]1[CH2:2][CH2:3][CH:4]([N:7]3[C:15]4[C:10](=[CH:11][CH:12]=[C:13]([C:16]([NH2:18])=[O:17])[CH:14]=4)[CH:9]=[CH:8]3)[CH2:5][CH2:6]1)[NH:27][C:26](=[O:34])[CH2:25][CH2:24]2, predict the reactants needed to synthesize it. The reactants are: [NH:1]1[CH2:6][CH2:5][CH:4]([N:7]2[C:15]3[C:10](=[CH:11][CH:12]=[C:13]([C:16]([NH2:18])=[O:17])[CH:14]=3)[CH:9]=[CH:8]2)[CH2:3][CH2:2]1.[CH3:19][O:20][C:21]1[CH:22]=[C:23]2[C:28](=[CH:29][C:30]=1[CH2:31][CH:32]=O)[NH:27][C:26](=[O:34])[CH2:25][CH2:24]2.C(O[BH-](OC(=O)C)OC(=O)C)(=O)C.[Na+].C(=O)(O)[O-].[Na+].